This data is from Full USPTO retrosynthesis dataset with 1.9M reactions from patents (1976-2016). The task is: Predict the reactants needed to synthesize the given product. Given the product [CH2:1]([O:4][CH2:5][CH2:6][O:7][CH2:8][CH2:9][O:10][C:11]1[CH:12]=[CH:13][C:14]([N:17]2[C:18](=[O:19])[NH:20][NH:21][C:22]2=[O:24])=[CH:15][CH:16]=1)[C:2]#[CH:3], predict the reactants needed to synthesize it. The reactants are: [CH2:1]([O:4][CH2:5][CH2:6][O:7][CH2:8][CH2:9][O:10][C:11]1[CH:16]=[CH:15][C:14]([NH:17][C:18]([NH:20][NH:21][C:22]([O:24]CC)=O)=[O:19])=[CH:13][CH:12]=1)[C:2]#[CH:3].C([O-])([O-])=O.[K+].[K+].Cl.O1CCOCC1.